Dataset: Forward reaction prediction with 1.9M reactions from USPTO patents (1976-2016). Task: Predict the product of the given reaction. (1) Given the reactants [CH3:1][O:2][C:3]1[C:8]([O:9][CH2:10][O:11][CH2:12][CH2:13][Si:14]([CH3:17])([CH3:16])[CH3:15])=[CH:7][C:6]([NH:18]C(=O)C)=[C:5]([N+:22]([O-:24])=[O:23])[CH:4]=1.C([O-])([O-])=O.[K+].[K+], predict the reaction product. The product is: [CH3:1][O:2][C:3]1[C:8]([O:9][CH2:10][O:11][CH2:12][CH2:13][Si:14]([CH3:15])([CH3:17])[CH3:16])=[CH:7][C:6]([NH2:18])=[C:5]([N+:22]([O-:24])=[O:23])[CH:4]=1. (2) Given the reactants F[C:2]1[CH:7]=[CH:6][C:5]([C:8]2[O:12][N:11]=[C:10]([C:13]3[CH:21]=[CH:20][CH:19]=[C:18]4[C:14]=3[CH:15]=[CH:16][N:17]4[CH2:22][C:23]([NH2:25])=[O:24])[N:9]=2)=[CH:4][C:3]=1[C:26]([F:29])([F:28])[F:27].[CH3:30][CH:31]([OH:33])[CH3:32].[H-].[Na+].O, predict the reaction product. The product is: [CH:31]([O:33][C:2]1[CH:7]=[CH:6][C:5]([C:8]2[O:12][N:11]=[C:10]([C:13]3[CH:21]=[CH:20][CH:19]=[C:18]4[C:14]=3[CH:15]=[CH:16][N:17]4[CH2:22][C:23]([NH2:25])=[O:24])[N:9]=2)=[CH:4][C:3]=1[C:26]([F:27])([F:29])[F:28])([CH3:32])[CH3:30]. (3) Given the reactants [CH2:1]([C:3]1[N:13]([CH2:14][C:15]2[CH:20]=[CH:19][C:18]([CH:21]3[S:25][C:24](=N)[NH:23][C:22]3=[O:27])=[CH:17][CH:16]=2)[C:6]2=[N:7][C:8]([CH3:12])=[CH:9][C:10]([CH3:11])=[C:5]2[N:4]=1)[CH3:2].Cl.C([OH:31])C, predict the reaction product. The product is: [CH2:1]([C:3]1[N:13]([CH2:14][C:15]2[CH:20]=[CH:19][C:18]([CH:21]3[S:25][C:24](=[O:31])[NH:23][C:22]3=[O:27])=[CH:17][CH:16]=2)[C:6]2=[N:7][C:8]([CH3:12])=[CH:9][C:10]([CH3:11])=[C:5]2[N:4]=1)[CH3:2]. (4) The product is: [I:1][C:2]1[CH:7]=[CH:6][C:5]([N:8]=[C:9]2[S:13][CH2:12][C:11]3([CH2:17][CH2:16][CH2:15][CH2:14]3)[N:10]2[CH:20]2[CH2:24][CH2:23][CH2:22][CH2:21]2)=[C:4]([CH3:18])[C:3]=1[CH3:19]. Given the reactants [I:1][C:2]1[CH:7]=[CH:6][C:5]([N:8]=[C:9]2[S:13][CH2:12][C:11]3([CH2:17][CH2:16][CH2:15][CH2:14]3)[NH:10]2)=[C:4]([CH3:18])[C:3]=1[CH3:19].[CH:20]1(Br)[CH2:24][CH2:23][CH2:22][CH2:21]1, predict the reaction product. (5) Given the reactants [Br:1][C:2]1[N:3]=[C:4]([NH2:8])[S:5][C:6]=1[Cl:7].[Cl:9][CH2:10][C:11](=O)[CH2:12][C:13](OCC)=[O:14], predict the reaction product. The product is: [Br:1][C:2]1[N:3]2[C:13](=[O:14])[CH:12]=[C:11]([CH2:10][Cl:9])[N:8]=[C:4]2[S:5][C:6]=1[Cl:7]. (6) Given the reactants C[Si]([N-][Si](C)(C)C)(C)C.[Li+].P(=O)([O-])O[C:13](CC)(CC)[C:14]#[N:15].[CH2:22]([O:24][C:25]1[CH:26]=[C:27]([C:33]([C:35]2[CH:40]=[CH:39][C:38]([O:41][CH3:42])=[C:37]([N+:43]([O-:45])=[O:44])[CH:36]=2)=O)[CH:28]=[CH:29][C:30]=1[O:31][CH3:32])[CH3:23], predict the reaction product. The product is: [CH2:22]([O:24][C:25]1[CH:26]=[C:27]([C:33]([C:35]2[CH:40]=[CH:39][C:38]([O:41][CH3:42])=[C:37]([N+:43]([O-:45])=[O:44])[CH:36]=2)=[CH:13][C:14]#[N:15])[CH:28]=[CH:29][C:30]=1[O:31][CH3:32])[CH3:23]. (7) Given the reactants C1C=CC(P(C2C=CC=CC=2)C2C=CC=CC=2)=CC=1.[CH:20]1([CH2:23][C:24]2[C:25]3[N:26]([CH:30]=[C:31]([C:33]4[CH:38]=[CH:37][C:36]([F:39])=[CH:35][C:34]=4[F:40])[N:32]=3)[CH:27]=[CH:28][N:29]=2)[CH2:22][CH2:21]1.I[C:42]1[CH:47]=[CH:46][N:45]=[C:44]([S:48][CH3:49])[N:43]=1, predict the reaction product. The product is: [CH:20]1([CH2:23][C:24]2[C:25]3[N:26]([C:30]([C:42]4[CH:47]=[CH:46][N:45]=[C:44]([S:48][CH3:49])[N:43]=4)=[C:31]([C:33]4[CH:38]=[CH:37][C:36]([F:39])=[CH:35][C:34]=4[F:40])[N:32]=3)[CH:27]=[CH:28][N:29]=2)[CH2:21][CH2:22]1.